Dataset: Reaction yield outcomes from USPTO patents with 853,638 reactions. Task: Predict the reaction yield, written as a fraction of the theoretical maximum amount of product (1.0 means a 100% yield; for example, 0.34 means a 34% yield). The product is [F:1][C:2]([F:7])([F:6])[C:3]([OH:5])=[O:4].[CH2:8]([S:10]([N:13]1[CH2:14][CH2:15][CH:16]([C:19]2[C:27]3[C:22](=[C:23]([C:43]([NH2:45])=[O:44])[CH:24]=[C:25]([C:28]4[CH:33]=[C:32]([CH2:34][NH:35][CH2:49][CH2:48][CH2:47][O:46][CH3:50])[CH:31]=[C:30]([F:42])[CH:29]=4)[CH:26]=3)[NH:21][CH:20]=2)[CH2:17][CH2:18]1)(=[O:11])=[O:12])[CH3:9]. No catalyst specified. The yield is 0.487. The reactants are [F:1][C:2]([F:7])([F:6])[C:3]([OH:5])=[O:4].[CH2:8]([S:10]([N:13]1[CH2:18][CH2:17][CH:16]([C:19]2[C:27]3[C:22](=[C:23]([C:43]([NH2:45])=[O:44])[CH:24]=[C:25]([C:28]4[CH:33]=[C:32]([CH2:34][NH:35]C[C@@H]5CCCO5)[CH:31]=[C:30]([F:42])[CH:29]=4)[CH:26]=3)[NH:21][CH:20]=2)[CH2:15][CH2:14]1)(=[O:12])=[O:11])[CH3:9].[O:46]1[CH2:50][CH2:49][CH2:48][C@H:47]1CN.